Dataset: Forward reaction prediction with 1.9M reactions from USPTO patents (1976-2016). Task: Predict the product of the given reaction. (1) Given the reactants C(OC([NH:11][CH2:12][CH2:13][CH2:14][O:15][C:16]1[CH:17]=[N:18][C:19]([C:22]2[CH:27]=[CH:26][C:25]([C@@H:28]([NH:30][C:31](=[O:37])[O:32][C:33]([CH3:36])([CH3:35])[CH3:34])[CH3:29])=[CH:24][CH:23]=2)=[N:20][CH:21]=1)=O)C1C=CC=CC=1.[H][H].[O:40]=[C:41]1[CH:46]([N:47]2[C:55](=[O:56])[C:54]3[C:49](=[CH:50][CH:51]=[CH:52][C:53]=3F)[C:48]2=[O:58])[CH2:45][CH2:44][C:43](=[O:59])[NH:42]1.C(N(C(C)C)C(C)C)C, predict the reaction product. The product is: [O:40]=[C:41]1[CH:46]([N:47]2[C:55](=[O:56])[C:54]3[C:49](=[CH:50][CH:51]=[CH:52][C:53]=3[NH:11][CH2:12][CH2:13][CH2:14][O:15][C:16]3[CH:17]=[N:18][C:19]([C:22]4[CH:27]=[CH:26][C:25]([C@@H:28]([NH:30][C:31](=[O:37])[O:32][C:33]([CH3:36])([CH3:35])[CH3:34])[CH3:29])=[CH:24][CH:23]=4)=[N:20][CH:21]=3)[C:48]2=[O:58])[CH2:45][CH2:44][C:43](=[O:59])[NH:42]1. (2) Given the reactants P(Br)(Br)[Br:2].[Cl:5][C:6]1[C:11]([O:12][CH3:13])=[C:10]([O:14][CH3:15])[CH:9]=[CH:8][C:7]=1[CH2:16]O.C([O-])(O)=O.[Na+], predict the reaction product. The product is: [Br:2][CH2:16][C:7]1[CH:8]=[CH:9][C:10]([O:14][CH3:15])=[C:11]([O:12][CH3:13])[C:6]=1[Cl:5]. (3) Given the reactants [CH:1]1([C:4]([N:6]2[CH2:12][CH2:11][CH2:10][C:9](=[O:13])[CH2:8][CH2:7]2)=[O:5])[CH2:3][CH2:2]1.[Br:14]Br, predict the reaction product. The product is: [Br:14][CH:10]1[CH2:11][CH2:12][N:6]([C:4]([CH:1]2[CH2:2][CH2:3]2)=[O:5])[CH2:7][CH2:8][C:9]1=[O:13].